This data is from Forward reaction prediction with 1.9M reactions from USPTO patents (1976-2016). The task is: Predict the product of the given reaction. (1) Given the reactants [Cl:1][C:2]1[C:3]([O:19][C:20]2[CH:25]=[CH:24][CH:23]=[CH:22][CH:21]=2)=[C:4]2[C:9](=[CH:10][CH:11]=1)[O:8][CH:7]([C:12]([F:15])([F:14])[F:13])[C:6]([C:16]([OH:18])=[O:17])=[CH:5]2.[OH-].[Na+:27], predict the reaction product. The product is: [Cl:1][C:2]1[C:3]([O:19][C:20]2[CH:25]=[CH:24][CH:23]=[CH:22][CH:21]=2)=[C:4]2[C:9](=[CH:10][CH:11]=1)[O:8][CH:7]([C:12]([F:15])([F:13])[F:14])[C:6]([C:16]([O-:18])=[O:17])=[CH:5]2.[Na+:27]. (2) Given the reactants N(C(N1CCCCC1)=O)=NC(N1CCCCC1)=O.[CH2:19]([O:21][C:22](=[O:35])[CH:23]([O:32][CH2:33][CH3:34])[CH2:24][C:25]1[CH:30]=[CH:29][C:28]([OH:31])=[CH:27][CH:26]=1)[CH3:20].[CH2:36]([O:43][C:44]1[CH:49]=[CH:48][C:47]([CH2:50][CH2:51]O)=[CH:46][CH:45]=1)[C:37]1[CH:42]=[CH:41][CH:40]=[CH:39][CH:38]=1.C1(P(C2C=CC=CC=2)C2C=CC=CC=2)C=CC=CC=1, predict the reaction product. The product is: [CH2:19]([O:21][C:22](=[O:35])[CH:23]([O:32][CH2:33][CH3:34])[CH2:24][C:25]1[CH:26]=[CH:27][C:28]([O:31][CH2:51][CH2:50][C:47]2[CH:48]=[CH:49][C:44]([O:43][CH2:36][C:37]3[CH:42]=[CH:41][CH:40]=[CH:39][CH:38]=3)=[CH:45][CH:46]=2)=[CH:29][CH:30]=1)[CH3:20]. (3) Given the reactants Br[C:2]1[C:10]2[C:5](=[CH:6][C:7]([F:11])=[CH:8][CH:9]=2)[N:4]([S:12]([C:15]2[CH:20]=[CH:19][CH:18]=[CH:17][CH:16]=2)(=[O:14])=[O:13])[CH:3]=1.[CH3:21][O:22][C:23]1[N:28]=[CH:27][C:26](B(O)O)=[CH:25][CH:24]=1.[O-]P([O-])([O-])=O.[K+].[K+].[K+].COC1C=CC=C(OC)C=1C1C=CC=CC=1P(C1CCCCC1)C1CCCCC1, predict the reaction product. The product is: [F:11][C:7]1[CH:6]=[C:5]2[C:10]([C:2]([C:26]3[CH:27]=[N:28][C:23]([O:22][CH3:21])=[CH:24][CH:25]=3)=[CH:3][N:4]2[S:12]([C:15]2[CH:20]=[CH:19][CH:18]=[CH:17][CH:16]=2)(=[O:14])=[O:13])=[CH:9][CH:8]=1. (4) Given the reactants [H-].[H-].[H-].[H-].[Li+].[Al+3].[CH3:7][C@@H:8]1[CH2:12][CH2:11][C@@H:10]([CH3:13])[N:9]1[CH2:14][C:15]1[CH:20]=[C:19]([C:21](OC)=[O:22])[CH:18]=[CH:17][C:16]=1[C:25]1[CH:30]=[C:29]([O:31][CH3:32])[CH:28]=[CH:27][C:26]=1[F:33], predict the reaction product. The product is: [CH3:7][C@@H:8]1[CH2:12][CH2:11][C@@H:10]([CH3:13])[N:9]1[CH2:14][C:15]1[CH:20]=[C:19]([CH2:21][OH:22])[CH:18]=[CH:17][C:16]=1[C:25]1[CH:30]=[C:29]([O:31][CH3:32])[CH:28]=[CH:27][C:26]=1[F:33]. (5) Given the reactants [CH:1]1([CH2:6][C:7]([N:9]2[C@H:13]([CH:14]([CH3:16])[CH3:15])[CH2:12][O:11][C:10]2=[O:17])=[O:8])[CH2:5][CH2:4][CH2:3][CH2:2]1.[Li+].[CH3:19]C([N-]C(C)C)C, predict the reaction product. The product is: [CH:1]1([C@@H:6]([CH3:19])[C:7]([N:9]2[C@H:13]([CH:14]([CH3:15])[CH3:16])[CH2:12][O:11][C:10]2=[O:17])=[O:8])[CH2:5][CH2:4][CH2:3][CH2:2]1. (6) Given the reactants [H-].[Na+].[CH3:3][O:4][C:5]1[CH:10]=[CH:9][C:8]2[C:11]3[NH:12][C:13]4[C:18]([C:19]=3[CH2:20][CH2:21][S:22][C:7]=2[CH:6]=1)=[CH:17][C:16]([O:23][CH3:24])=[CH:15][CH:14]=4.Br[CH2:26][CH2:27][CH2:28][CH2:29][CH2:30][Cl:31].O, predict the reaction product. The product is: [CH3:3][O:4][C:5]1[CH:10]=[CH:9][C:8]2[C:11]3[N:12]([CH2:26][CH2:27][CH2:28][CH2:29][CH2:30][Cl:31])[C:13]4[C:18]([C:19]=3[CH2:20][CH2:21][S:22][C:7]=2[CH:6]=1)=[CH:17][C:16]([O:23][CH3:24])=[CH:15][CH:14]=4. (7) The product is: [O:19]=[C:11]1[N:12]([CH2:14][C:15]([F:18])([F:17])[F:16])[CH:13]=[C:8]([CH:5]2[CH2:6][CH2:7][CH:2]([N:20]3[CH2:23][CH:22]([NH:24][C:25]([CH2:27][NH:28][C:29](=[O:40])[C:30]4[CH:35]=[CH:34][CH:33]=[C:32]([C:36]([F:39])([F:37])[F:38])[CH:31]=4)=[O:26])[CH2:21]3)[CH2:3][CH2:4]2)[CH:9]=[CH:10]1. Given the reactants O=[C:2]1[CH2:7][CH2:6][CH:5]([C:8]2[CH:9]=[CH:10][C:11](=[O:19])[N:12]([CH2:14][C:15]([F:18])([F:17])[F:16])[CH:13]=2)[CH2:4][CH2:3]1.[NH:20]1[CH2:23][CH:22]([NH:24][C:25]([CH2:27][NH:28][C:29](=[O:40])[C:30]2[CH:35]=[CH:34][CH:33]=[C:32]([C:36]([F:39])([F:38])[F:37])[CH:31]=2)=[O:26])[CH2:21]1, predict the reaction product.